This data is from Catalyst prediction with 721,799 reactions and 888 catalyst types from USPTO. The task is: Predict which catalyst facilitates the given reaction. Reactant: C(OC([N:8]([C:16]1[C:21]([F:22])=[C:20]([NH:23][C:24]([CH:26]2[CH2:28][CH2:27]2)=[O:25])[N:19]=[CH:18][N:17]=1)C(=O)OC(C)(C)C)=O)(C)(C)C.FC(F)(F)C(O)=O. Product: [NH2:8][C:16]1[N:17]=[CH:18][N:19]=[C:20]([NH:23][C:24]([CH:26]2[CH2:28][CH2:27]2)=[O:25])[C:21]=1[F:22]. The catalyst class is: 4.